Dataset: Forward reaction prediction with 1.9M reactions from USPTO patents (1976-2016). Task: Predict the product of the given reaction. (1) Given the reactants [O:1]=[C:2]1[N:6]([CH:7]2[CH2:12][CH2:11][N:10]([C@H:13]3[CH2:17][CH2:16][N:15]([C:18]([O:20][C:21](C)(C)C)=[O:19])[CH2:14]3)[CH2:9][CH2:8]2)[C:5]2[CH:25]=[CH:26][CH:27]=[CH:28][C:4]=2[NH:3]1.COC(=O)NCl, predict the reaction product. The product is: [O:1]=[C:2]1[N:6]([CH:7]2[CH2:12][CH2:11][N:10]([C@H:13]3[CH2:17][CH2:16][N:15]([C:18]([O:20][CH3:21])=[O:19])[CH2:14]3)[CH2:9][CH2:8]2)[C:5]2[CH:25]=[CH:26][CH:27]=[CH:28][C:4]=2[NH:3]1. (2) Given the reactants Cl[C:2]1[N:7]=[CH:6][C:5]([CH2:8][C:9]2[C:18]3[CH2:17][CH2:16][CH2:15][CH2:14][C:13]=3[N:12]=[C:11]([C:19]([NH:21][C@@H:22]3[C@@H:27]([OH:28])[CH2:26][O:25][CH2:24][CH2:23]3)=[O:20])[CH:10]=2)=[CH:4][CH:3]=1.C([Sn](CCCC)(CCCC)[C:34]1[CH:39]=[N:38][CH:37]=[CH:36][N:35]=1)CCC, predict the reaction product. The product is: [N:35]1[CH:36]=[CH:37][N:38]=[CH:39][C:34]=1[C:2]1[N:7]=[CH:6][C:5]([CH2:8][C:9]2[C:18]3[CH2:17][CH2:16][CH2:15][CH2:14][C:13]=3[N:12]=[C:11]([C:19]([NH:21][C@@H:22]3[C@@H:27]([OH:28])[CH2:26][O:25][CH2:24][CH2:23]3)=[O:20])[CH:10]=2)=[CH:4][CH:3]=1. (3) Given the reactants Br[C:2]1[CH:3]=[C:4]([N:11]2[CH2:16][CH2:15][N:14]([C:17]([O:19][C:20]([CH3:23])([CH3:22])[CH3:21])=[O:18])[CH2:13][CH2:12]2)[CH:5]=[CH:6][C:7]=1[C:8](=[O:10])[NH2:9].[O:24]([C:31]1[CH:36]=[CH:35][C:34](B(O)O)=[CH:33][CH:32]=1)[C:25]1[CH:30]=[CH:29][CH:28]=[CH:27][CH:26]=1.C([O-])([O-])=O.[K+].[K+], predict the reaction product. The product is: [C:8]([C:7]1[C:2]([C:34]2[CH:35]=[CH:36][C:31]([O:24][C:25]3[CH:30]=[CH:29][CH:28]=[CH:27][CH:26]=3)=[CH:32][CH:33]=2)=[CH:3][C:4]([N:11]2[CH2:16][CH2:15][N:14]([C:17]([O:19][C:20]([CH3:23])([CH3:22])[CH3:21])=[O:18])[CH2:13][CH2:12]2)=[CH:5][CH:6]=1)(=[O:10])[NH2:9]. (4) Given the reactants [NH:1]1[CH2:6][CH2:5][CH:4]([CH2:7][O:8][C:9]2[C:13]3[C:14]([O:18][CH2:19][C:20]4([CH2:24][OH:25])[CH2:23][CH2:22][CH2:21]4)=[CH:15][CH:16]=[CH:17][C:12]=3[O:11][N:10]=2)[CH2:3][CH2:2]1.[CH:26]([C:28]1([C:34]([O:36][CH3:37])=[O:35])[CH2:33][CH2:32][O:31][CH2:30][CH2:29]1)=O.C(C1(C(OC)=O)CCC1)=O, predict the reaction product. The product is: [OH:25][CH2:24][C:20]1([CH2:19][O:18][C:14]2[C:13]3[C:9]([O:8][CH2:7][CH:4]4[CH2:5][CH2:6][N:1]([CH2:26][C:28]5([C:34]([O:36][CH3:37])=[O:35])[CH2:33][CH2:32][O:31][CH2:30][CH2:29]5)[CH2:2][CH2:3]4)=[N:10][O:11][C:12]=3[CH:17]=[CH:16][CH:15]=2)[CH2:21][CH2:22][CH2:23]1. (5) Given the reactants C(=O)([O-])[O-].[K+].[K+].Cl[CH2:8][CH2:9][CH2:10][C:11]1[CH:12]=[C:13]2[C:18](=[C:19]([Cl:21])[CH:20]=1)[NH:17][C:16](=[O:22])[CH2:15][C:14]2([CH3:24])[CH3:23].[N:25]1([C:31]2[C:35]3[CH:36]=[CH:37][CH:38]=[CH:39][C:34]=3[O:33][N:32]=2)[CH2:30][CH2:29][NH:28][CH2:27][CH2:26]1, predict the reaction product. The product is: [O:33]1[C:34]2[CH:39]=[CH:38][CH:37]=[CH:36][C:35]=2[C:31]([N:25]2[CH2:26][CH2:27][N:28]([CH2:8][CH2:9][CH2:10][C:11]3[CH:12]=[C:13]4[C:18](=[C:19]([Cl:21])[CH:20]=3)[NH:17][C:16](=[O:22])[CH2:15][C:14]4([CH3:24])[CH3:23])[CH2:29][CH2:30]2)=[N:32]1. (6) Given the reactants [OH-].[K+].[OH:3][CH2:4][CH2:5][C:6]1[CH:11]=[CH:10][C:9]([OH:12])=[C:8]([O:13][CH3:14])[CH:7]=1.F[C:16]1[CH:21]=[CH:20][CH:19]=[C:18]([F:22])[N:17]=1, predict the reaction product. The product is: [F:22][C:18]1[CH:19]=[CH:20][CH:21]=[C:16]([O:12][C:9]2[CH:10]=[CH:11][C:6]([CH2:5][CH2:4][O:3][C:16]3[CH:21]=[CH:20][CH:19]=[C:18]([F:22])[N:17]=3)=[CH:7][C:8]=2[O:13][CH3:14])[N:17]=1.